Dataset: Reaction yield outcomes from USPTO patents with 853,638 reactions. Task: Predict the reaction yield, written as a fraction of the theoretical maximum amount of product (1.0 means a 100% yield; for example, 0.34 means a 34% yield). (1) The reactants are [F:1][C:2]1[CH:7]=[CH:6][C:5]([C:8]2[C:12]([C:13]3[CH:18]=[CH:17][N:16]=[CH:15][CH:14]=3)=[CH:11][N:10]([CH2:19][CH2:20]O)[C:9]=2[C:22]([OH:24])=[O:23])=[CH:4][CH:3]=1.Cl.CN(C)CCCN=C=NCC.C(N(C(C)C)C(C)C)C. The catalyst is CN(C=O)C. The product is [F:1][C:2]1[CH:7]=[CH:6][C:5]([C:8]2[C:12]([C:13]3[CH:14]=[CH:15][N:16]=[CH:17][CH:18]=3)=[CH:11][N:10]3[CH2:19][CH2:20][O:23][C:22](=[O:24])[C:9]=23)=[CH:4][CH:3]=1. The yield is 0.490. (2) The reactants are [CH3:1][C:2](=[CH2:16])[CH2:3][CH2:4][O:5][C:6]1[CH:7]=[C:8]([NH:12][C:13](=[O:15])[CH3:14])[CH:9]=[CH:10][CH:11]=1.[Al+3].[Cl-].[Cl-].[Cl-].O. The catalyst is FC1C=CC=CC=1. The product is [CH3:16][C:2]1([CH3:1])[C:11]2[C:6](=[CH:7][C:8]([NH:12][C:13](=[O:15])[CH3:14])=[CH:9][CH:10]=2)[O:5][CH2:4][CH2:3]1. The yield is 0.540. (3) The reactants are Cl[C:2]1[N:3]=[C:4]([OH:12])[C:5]2[CH:11]=[CH:10][N:9]=[CH:8][C:6]=2[N:7]=1.[CH3:13][N:14]([CH2:22][CH:23]1[C:32]2[C:27](=[CH:28][CH:29]=[CH:30][CH:31]=2)[CH2:26][CH2:25][CH2:24]1)[C:15]1[CH:20]=[CH:19][C:18]([OH:21])=[CH:17][CH:16]=1. No catalyst specified. The product is [CH3:13][N:14]([CH2:22][CH:23]1[C:32]2[C:27](=[CH:28][CH:29]=[CH:30][CH:31]=2)[CH2:26][CH2:25][CH2:24]1)[C:15]1[CH:20]=[CH:19][C:18]([O:21][C:2]2[N:3]=[C:4]([OH:12])[C:5]3[CH:11]=[CH:10][N:9]=[CH:8][C:6]=3[N:7]=2)=[CH:17][CH:16]=1. The yield is 0.200.